Task: Predict the reactants needed to synthesize the given product.. Dataset: Full USPTO retrosynthesis dataset with 1.9M reactions from patents (1976-2016) (1) Given the product [O:17]([C:18]1[CH:19]=[CH:20][C:21]([O:1][C@@H:2]2[CH:7]3[CH2:8][CH2:9][N:4]([CH2:5][CH2:6]3)[CH2:3]2)=[CH:22][CH:23]=1)[C:14]1[CH:15]=[CH:16][CH:11]=[CH:12][CH:13]=1, predict the reactants needed to synthesize it. The reactants are: [OH:1][C@@H:2]1[CH:7]2[CH2:8][CH2:9][N:4]([CH2:5][CH2:6]2)[CH2:3]1.I[C:11]1[CH:16]=[CH:15][C:14]([O:17][C:18]2[CH:23]=[CH:22][CH:21]=[CH:20][CH:19]=2)=[CH:13][CH:12]=1. (2) Given the product [CH2:1]([O:8][C:9](=[O:36])[NH:10][C:11]([CH2:34][O:35][P:45]([CH2:82][C:83]1[CH:102]=[CH:87][CH:86]=[CH:85][CH:84]=1)([CH2:80][C:74]1[CH:79]=[CH:78][CH:77]=[CH:76][CH:75]=1)=[O:44])([CH2:32][OH:33])[CH2:12][CH2:13][C:14]1[CH:19]=[CH:18][C:17]([O:20][CH2:21][CH2:22][CH2:23][CH2:24][CH2:25][CH2:26][CH3:27])=[C:16]([C:28]([F:31])([F:30])[F:29])[CH:15]=1)[C:2]1[CH:3]=[CH:4][CH:5]=[CH:6][CH:7]=1, predict the reactants needed to synthesize it. The reactants are: [CH2:1]([O:8][C:9](=[O:36])[NH:10][C:11]([CH2:34][OH:35])([CH2:32][OH:33])[CH2:12][CH2:13][C:14]1[CH:19]=[CH:18][C:17]([O:20][CH2:21][CH2:22][CH2:23][CH2:24][CH2:25][CH2:26][CH3:27])=[C:16]([C:28]([F:31])([F:30])[F:29])[CH:15]=1)[C:2]1[CH:7]=[CH:6][CH:5]=[CH:4][CH:3]=1.C([O:44][P:45](OP(OCC1C=CC=CC=1)(OCC1C=CC=CC=1)=O)(OCC1C=CC=CC=1)=O)C1C=CC=CC=1.[C:74]1([CH3:80])[CH:79]=[CH:78][CH:77]=[CH:76][CH:75]=1.F[C:82](F)(F)[C:83](F)(F)[C:84](F)(F)[C:85](F)(F)[C:86](F)(F)[C:87](F)(F)F.Cl[CH2:102]Cl. (3) Given the product [O:26]=[C:25]1[NH:27][C@@H:28]2[C@H:20]([CH2:19][CH2:18][CH2:17][CH2:16][C:14]([O:12][CH2:11][C@H:9]([C@@H:7]3[C:5]([OH:6])=[C:3]([OH:4])[C:2](=[O:1])[O:8]3)[OH:10])=[O:13])[S:21][CH2:22][C@@H:23]2[NH:24]1, predict the reactants needed to synthesize it. The reactants are: [O:1]=[C:2]1[O:8][C@H:7]([C@H:9]([CH2:11][OH:12])[OH:10])[C:5]([OH:6])=[C:3]1[OH:4].[OH:13][C:14]([CH2:16][CH2:17][CH2:18][CH2:19][C@H:20]1[C@@H:28]2[C@@H:23]([NH:24][C:25]([NH:27]2)=[O:26])[CH2:22][S:21]1)=O.